Task: Predict the product of the given reaction.. Dataset: Forward reaction prediction with 1.9M reactions from USPTO patents (1976-2016) (1) The product is: [F:21][C:22]([F:34])([F:35])[C:23]1[CH:24]=[C:25]([NH:26][C:17](=[O:19])[CH2:16][N:11]2[CH2:12][C:13]([CH3:14])([CH3:15])[NH:8][CH2:9][C:10]2=[O:20])[CH:27]=[C:28]([C:30]([F:31])([F:33])[F:32])[CH:29]=1. Given the reactants C(OC([N:8]1[C:13]([CH3:15])([CH3:14])[CH2:12][N:11]([CH2:16][C:17]([OH:19])=O)[C:10](=[O:20])[CH2:9]1)=O)(C)(C)C.[F:21][C:22]([F:35])([F:34])[C:23]1[CH:24]=[C:25]([CH:27]=[C:28]([C:30]([F:33])([F:32])[F:31])[CH:29]=1)[NH2:26].F[P-](F)(F)(F)(F)F.N1(OC(N(C)C)=[N+](C)C)C2N=CC=CC=2N=N1.CCN(C(C)C)C(C)C.Cl.C([O-])([O-])=O.[K+].[K+], predict the reaction product. (2) Given the reactants [Br:1][C:2]1[CH:10]=[CH:9][C:8]([C:11]([NH:13][CH2:14][C:15]([CH3:18])([CH3:17])[CH3:16])=[O:12])=[CH:7][C:3]=1C(O)=O.C1C=CC(P(N=[N+]=[N-])(C2C=CC=CC=2)=[O:26])=CC=1.CC[N:38]([CH2:41]C)CC.[CH2:43]([OH:50])[C:44]1[CH:49]=[CH:48][CH:47]=[CH:46][CH:45]=1, predict the reaction product. The product is: [Br:1][C:2]1[CH:10]=[CH:9][C:8]([C:11]([NH:13][CH2:14][C:15]([CH3:16])([CH3:17])[CH3:18])=[O:12])=[CH:7][C:3]=1[NH:38][C:41](=[O:26])[O:50][CH2:43][C:44]1[CH:49]=[CH:48][CH:47]=[CH:46][CH:45]=1. (3) Given the reactants C[O:2][C:3](=[O:16])[C:4]1[CH:9]=[C:8]([N+:10]([O-:12])=[O:11])[C:7]([CH3:13])=[C:6]([O:14][CH3:15])[CH:5]=1.[OH-].[Li+].Cl, predict the reaction product. The product is: [CH3:15][O:14][C:6]1[CH:5]=[C:4]([CH:9]=[C:8]([N+:10]([O-:12])=[O:11])[C:7]=1[CH3:13])[C:3]([OH:16])=[O:2]. (4) Given the reactants [N+:1]([C:4]1[CH:13]=[CH:12][CH:11]=[C:10]2[C:5]=1[CH:6]=[CH:7][C:8](Cl)=[N:9]2)([O-])=O.[F:15][C:16]1[CH:17]=[C:18]([S:23](Cl)(=[O:25])=[O:24])[CH:19]=[C:20]([F:22])[CH:21]=1.[O:27]1[C:36]2[C:31](=[CH:32][CH:33]=[CH:34][CH:35]=2)[CH:30]([NH2:37])[CH2:29][CH2:28]1, predict the reaction product. The product is: [O:27]1[C:36]2[C:31](=[CH:32][CH:33]=[CH:34][CH:35]=2)[CH:30]([NH:37][C:8]2[CH:7]=[CH:6][C:5]3[C:10](=[CH:11][CH:12]=[CH:13][C:4]=3[NH:1][S:23]([C:18]3[CH:17]=[C:16]([F:15])[CH:21]=[C:20]([F:22])[CH:19]=3)(=[O:25])=[O:24])[N:9]=2)[CH2:29][CH2:28]1. (5) Given the reactants [F:1][C:2]1[CH:8]=[C:7](I)[CH:6]=[CH:5][C:3]=1[NH2:4].B1(B2OC(C)(C)C(C)(C)O2)OC(C)(C)C(C)(C)O1.C([O-])(=O)C.[K+].Br[C:34]1[CH:39]=[CH:38][C:37]([C:40]([F:43])([F:42])[F:41])=[C:36]([F:44])[CH:35]=1.C(=O)([O-])[O-].[K+].[K+], predict the reaction product. The product is: [F:1][C:2]1[CH:8]=[C:7]([C:34]2[CH:39]=[CH:38][C:37]([C:40]([F:42])([F:43])[F:41])=[C:36]([F:44])[CH:35]=2)[CH:6]=[CH:5][C:3]=1[NH2:4]. (6) Given the reactants I[C:2]1[CH:3]=[C:4]([N+:11]([O-:13])=[O:12])[CH:5]=[C:6]2[C:10]=1[NH:9][CH:8]=[CH:7]2.[C:14]1([C:23]2[CH:28]=[CH:27][CH:26]=[CH:25][CH:24]=2)[CH:19]=[CH:18][C:17](B(O)O)=[CH:16][CH:15]=1.P([O-])([O-])([O-])=O.[K+].[K+].[K+].O1CCOCC1, predict the reaction product. The product is: [C:14]1([C:23]2[CH:24]=[CH:25][CH:26]=[CH:27][CH:28]=2)[CH:19]=[CH:18][C:17]([C:2]2[CH:3]=[C:4]([N+:11]([O-:13])=[O:12])[CH:5]=[C:6]3[C:10]=2[NH:9][CH:8]=[CH:7]3)=[CH:16][CH:15]=1. (7) Given the reactants [Cl:1][C:2]1[CH:7]=[C:6]([N+:8]([O-:10])=[O:9])[CH:5]=[CH:4][C:3]=1[OH:11].[CH3:12][N:13]1[CH2:17][CH2:16][CH:15](O)[CH2:14]1.C1(P(C2C=CC=CC=2)C2C=CC=CC=2)C=CC=CC=1.CCOC(/N=N/C(OCC)=O)=O, predict the reaction product. The product is: [Cl:1][C:2]1[CH:7]=[C:6]([N+:8]([O-:10])=[O:9])[CH:5]=[CH:4][C:3]=1[O:11][CH:15]1[CH2:16][CH2:17][N:13]([CH3:12])[CH2:14]1.